Dataset: Catalyst prediction with 721,799 reactions and 888 catalyst types from USPTO. Task: Predict which catalyst facilitates the given reaction. (1) The catalyst class is: 19. Product: [CH2:1]([O:3][C:4]([N:6]1[C:15]2[C:10](=[N:11][C:12]([O:16][CH3:17])=[CH:13][CH:14]=2)[C@@H:9]([NH:18][CH:19]([C:34]2[N:35]=[CH:36][C:37]([NH:40][C:41](=[O:54])[CH2:42][NH2:43])=[CH:38][N:39]=2)[C:20]2[CH:25]=[C:24]([C:26]([F:28])([F:29])[F:27])[CH:23]=[C:22]([C:30]([F:31])([F:32])[F:33])[CH:21]=2)[CH2:8][C@H:7]1[CH2:55][CH3:56])=[O:5])[CH3:2]. Reactant: [CH2:1]([O:3][C:4]([N:6]1[C:15]2[C:10](=[N:11][C:12]([O:16][CH3:17])=[CH:13][CH:14]=2)[C@@H:9]([NH:18][CH:19]([C:34]2[N:39]=[CH:38][C:37]([NH:40][C:41](=[O:54])[CH2:42][NH:43]C(OCC3C=CC=CC=3)=O)=[CH:36][N:35]=2)[C:20]2[CH:25]=[C:24]([C:26]([F:29])([F:28])[F:27])[CH:23]=[C:22]([C:30]([F:33])([F:32])[F:31])[CH:21]=2)[CH2:8][C@H:7]1[CH2:55][CH3:56])=[O:5])[CH3:2]. (2) Reactant: [OH-].[Li+].[N:3]1([C:9]2[CH:18]=[CH:17][C:12]([C:13]([O:15]C)=[O:14])=[CH:11][C:10]=2[C:19]([F:22])([F:21])[F:20])[CH2:8][CH2:7][CH2:6][CH2:5][CH2:4]1. Product: [N:3]1([C:9]2[CH:18]=[CH:17][C:12]([C:13]([OH:15])=[O:14])=[CH:11][C:10]=2[C:19]([F:20])([F:21])[F:22])[CH2:8][CH2:7][CH2:6][CH2:5][CH2:4]1. The catalyst class is: 20. (3) Reactant: I[C:2]1[CH:7]=[C:6]([I:8])[N:5]=[N:4][C:3]=1[NH2:9].[C:10]([CH:12]1[CH2:14][CH2:13]1)#[CH:11].CCN(CC)CC. Product: [CH:12]1([C:10]#[C:11][C:2]2[CH:7]=[C:6]([I:8])[N:5]=[N:4][C:3]=2[NH2:9])[CH2:14][CH2:13]1. The catalyst class is: 654.